Dataset: Reaction yield outcomes from USPTO patents with 853,638 reactions. Task: Predict the reaction yield, written as a fraction of the theoretical maximum amount of product (1.0 means a 100% yield; for example, 0.34 means a 34% yield). (1) The reactants are [CH:1](=O)[C:2]1[C:3]([O:8][CH3:9])=[CH:4][CH:5]=[CH:6][CH:7]=1.[CH3:11][NH2:12].C(O)(=O)C.[BH4-].[Na+]. The catalyst is CO. The product is [CH3:9][O:8][C:3]1[CH:4]=[CH:5][CH:6]=[CH:7][C:2]=1[CH2:1][NH:12][CH3:11]. The yield is 0.790. (2) The reactants are [C:1]([CH2:3][CH2:4][P:5]([CH:10]([O:14][CH2:15][CH3:16])[O:11][CH2:12][CH3:13])(=[O:9])[O:6][CH2:7][CH3:8])#[N:2]. The catalyst is N.CCO.[Ni]. The product is [NH2:2][CH2:1][CH2:3][CH2:4][P:5]([CH:10]([O:14][CH2:15][CH3:16])[O:11][CH2:12][CH3:13])(=[O:9])[O:6][CH2:7][CH3:8]. The yield is 0.850. (3) The reactants are [Cl:1][C:2]1[CH:7]=[C:6]([Cl:8])[CH:5]=[CH:4][C:3]=1[C:9]1[N:10]=[C:11](/[CH:22]=[CH:23]/[C:24]2[CH:29]=[CH:28][C:27]([C:30]3[CH:35]=[CH:34][CH:33]=[C:32]([C:36]([F:39])([F:38])[F:37])[CH:31]=3)=[CH:26][CH:25]=2)[N:12]([CH2:14][C:15]2[CH:20]=[CH:19][C:18]([NH2:21])=[CH:17][CH:16]=2)[CH:13]=1.Br[CH2:41][C:42]([O:44]C)=O.C(=O)=[N:47][C:48](Cl)=[O:49]. No catalyst specified. The product is [Cl:1][C:2]1[CH:7]=[C:6]([Cl:8])[CH:5]=[CH:4][C:3]=1[C:9]1[N:10]=[C:11](/[CH:22]=[CH:23]/[C:24]2[CH:29]=[CH:28][C:27]([C:30]3[CH:35]=[CH:34][CH:33]=[C:32]([C:36]([F:38])([F:39])[F:37])[CH:31]=3)=[CH:26][CH:25]=2)[N:12]([CH2:14][C:15]2[CH:16]=[CH:17][C:18]([N:21]3[CH2:41][C:42](=[O:44])[NH:47][C:48]3=[O:49])=[CH:19][CH:20]=2)[CH:13]=1. The yield is 0.0600. (4) The reactants are [N:1]1[C:10]2[C:5](=[CH:6][CH:7]=[CH:8][CH:9]=2)[CH:4]=[CH:3][C:2]=1[NH:11][CH:12]1[CH2:17][CH2:16][CH:15]([NH2:18])[CH2:14][CH2:13]1.[Cl:19][C:20]1[CH:21]=[C:22]([CH:25]=[CH:26][C:27]=1[Cl:28])[CH:23]=O. No catalyst specified. The product is [Cl:19][C:20]1[CH:21]=[C:22]([CH2:23][NH:18][CH:15]2[CH2:14][CH2:13][CH:12]([NH:11][C:2]3[CH:3]=[CH:4][C:5]4[C:10](=[CH:9][CH:8]=[CH:7][CH:6]=4)[N:1]=3)[CH2:17][CH2:16]2)[CH:25]=[CH:26][C:27]=1[Cl:28]. The yield is 0.450. (5) The reactants are [CH2:1]=[CH:2][CH2:3][CH2:4][CH2:5][CH2:6][CH2:7][CH2:8][CH2:9][CH:10]([OH:20])[CH2:11][CH2:12][CH2:13][CH2:14][CH2:15][CH2:16][CH2:17][CH:18]=[CH2:19].[Br:21][CH2:22][CH2:23][CH2:24][C:25](Cl)=[O:26].C(OCC)(=O)C. The catalyst is C(Cl)Cl.O. The product is [CH2:19]=[CH:18][CH2:17][CH2:16][CH2:15][CH2:14][CH2:13][CH2:12][CH2:11][CH:10]([O:20][C:25](=[O:26])[CH2:24][CH2:23][CH2:22][Br:21])[CH2:9][CH2:8][CH2:7][CH2:6][CH2:5][CH2:4][CH2:3][CH:2]=[CH2:1]. The yield is 0.900. (6) The reactants are [F:1][C:2]1[CH:3]=[C:4]([NH2:10])[C:5]([NH2:9])=[CH:6][C:7]=1[F:8].[O:11]=[CH:12][C:13](OCC)=O. The catalyst is C(O)C. The product is [F:1][C:2]1[CH:3]=[C:4]2[C:5](=[CH:6][C:7]=1[F:8])[NH:9][C:12](=[O:11])[CH:13]=[N:10]2. The yield is 0.730. (7) The reactants are [N+:1]([C:4]1[CH:12]=[C:11]2[C:7]([CH2:8][CH2:9][C:10]2=[O:13])=[CH:6][CH:5]=1)([O-])=O. The catalyst is CO.[Pd]. The product is [NH2:1][C:4]1[CH:12]=[C:11]2[C:7]([CH2:8][CH2:9][C:10]2=[O:13])=[CH:6][CH:5]=1. The yield is 0.870.